From a dataset of Full USPTO retrosynthesis dataset with 1.9M reactions from patents (1976-2016). Predict the reactants needed to synthesize the given product. (1) Given the product [N:25]1[CH:26]=[CH:27][C:22]([CH2:21][CH2:20][CH2:19][CH2:18][N:7]2[CH2:6][CH:5]3[O:9][CH:1]([CH2:2][N:3]([C:10]([O:12][C:13]([CH3:16])([CH3:15])[CH3:14])=[O:11])[CH2:4]3)[CH2:8]2)=[CH:23][CH:24]=1, predict the reactants needed to synthesize it. The reactants are: [CH:1]12[O:9][CH:5]([CH2:6][NH:7][CH2:8]1)[CH2:4][N:3]([C:10]([O:12][C:13]([CH3:16])([CH3:15])[CH3:14])=[O:11])[CH2:2]2.Cl[CH2:18][CH2:19][CH2:20][CH2:21][C:22]1[CH:27]=[CH:26][N:25]=[CH:24][CH:23]=1.C([O-])([O-])=O.[K+].[K+]. (2) Given the product [OH:1][C:2]1[C:3]([C:19](=[N:21][NH:22][C:23]([C:25]2[CH:26]=[CH:27][C:28]([C:29]([OH:31])=[O:30])=[CH:33][CH:34]=2)=[O:24])[CH3:20])=[N:4][N:5]([CH3:18])[C:6]=1[C:7]1[CH:8]=[CH:9][C:10]([CH2:13][CH2:14][CH2:15][CH2:16][CH3:17])=[CH:11][CH:12]=1, predict the reactants needed to synthesize it. The reactants are: [OH:1][C:2]1[C:3]([C:19](=[N:21][NH:22][C:23]([C:25]2[CH:34]=[CH:33][C:28]([C:29]([O:31]C)=[O:30])=[CH:27][CH:26]=2)=[O:24])[CH3:20])=[N:4][N:5]([CH3:18])[C:6]=1[C:7]1[CH:12]=[CH:11][C:10]([CH2:13][CH2:14][CH2:15][CH2:16][CH3:17])=[CH:9][CH:8]=1.CO.[OH-].[Na+].Cl. (3) Given the product [Br:25][C:8]1[CH:7]=[CH:6][C:5]([O:9][CH2:10][CH2:11][CH2:12][C:13]([O:15][CH2:16][CH3:17])=[O:14])=[CH:4][C:3]=1[CH2:1][CH3:2], predict the reactants needed to synthesize it. The reactants are: [CH2:1]([C:3]1[CH:4]=[C:5]([O:9][CH2:10][CH2:11][CH2:12][C:13]([O:15][CH2:16][CH3:17])=[O:14])[CH:6]=[CH:7][CH:8]=1)[CH3:2].C1C(=O)N([Br:25])C(=O)C1.O. (4) Given the product [NH2:31][C:6]1[N:5]=[C:4]([NH:9][C:10]2[C:15]([Br:16])=[CH:14][C:13]([CH3:17])=[CH:12][C:11]=2[Br:18])[N:3]=[C:2]([NH:19][C:20]2[CH:27]=[CH:26][C:23]([C:24]#[N:25])=[CH:22][CH:21]=2)[N:7]=1, predict the reactants needed to synthesize it. The reactants are: Cl[C:2]1[N:7]=[C:6](Cl)[N:5]=[C:4]([NH:9][C:10]2[C:15]([Br:16])=[CH:14][C:13]([CH3:17])=[CH:12][C:11]=2[Br:18])[N:3]=1.[NH2:19][C:20]1[CH:27]=[CH:26][C:23]([C:24]#[N:25])=[CH:22][CH:21]=1.C([N:31](CC)C(C)C)(C)C.[OH-].[Na+]. (5) Given the product [Cl:1][C:2]1[CH:7]=[CH:6][C:5]([C@H:8]2[N:15]3[C:11]([S:12][C:13]([C:19]([N:21]4[CH2:28][CH2:27][CH2:26][C@H:22]4[C:23]([N:43]4[CH2:44][CH2:45][N:40]([CH:37]([CH3:39])[CH3:38])[CH2:41][CH2:42]4)=[O:25])=[O:20])=[C:14]3[CH:16]([CH3:18])[CH3:17])=[N:10][C@:9]2([C:30]2[CH:31]=[CH:32][C:33]([Cl:36])=[CH:34][CH:35]=2)[CH3:29])=[CH:4][CH:3]=1, predict the reactants needed to synthesize it. The reactants are: [Cl:1][C:2]1[CH:7]=[CH:6][C:5]([C@H:8]2[N:15]3[C:11]([S:12][C:13]([C:19]([N:21]4[CH2:28][CH2:27][CH2:26][C@H:22]4[C:23]([OH:25])=O)=[O:20])=[C:14]3[CH:16]([CH3:18])[CH3:17])=[N:10][C@:9]2([C:30]2[CH:35]=[CH:34][C:33]([Cl:36])=[CH:32][CH:31]=2)[CH3:29])=[CH:4][CH:3]=1.[CH:37]([N:40]1[CH2:45][CH2:44][NH:43][CH2:42][CH2:41]1)([CH3:39])[CH3:38].